This data is from Full USPTO retrosynthesis dataset with 1.9M reactions from patents (1976-2016). The task is: Predict the reactants needed to synthesize the given product. (1) Given the product [C:15]1([C:19]2[CH:20]=[CH:21][CH:22]=[CH:23][CH:24]=2)[CH:16]=[CH:17][CH:18]=[C:13]([C:12]2[CH:11]=[N:10][CH:9]=[C:8]3[O:25][C:5]([C:3]([OH:4])=[O:2])=[CH:6][C:7]=23)[CH:14]=1, predict the reactants needed to synthesize it. The reactants are: C[O:2][C:3]([C:5]1[O:25][C:8]2=[CH:9][N:10]=[CH:11][C:12]([C:13]3[CH:14]=[C:15]([C:19]4[CH:24]=[CH:23][CH:22]=[CH:21][CH:20]=4)[CH:16]=[CH:17][CH:18]=3)=[C:7]2[CH:6]=1)=[O:4].[OH-].[K+]. (2) Given the product [C:1]1([S:7][CH2:13][CH2:14][CH2:15][O:16][CH2:17][CH2:18][N:19]2[C:31]3[C:30]4[CH:29]=[CH:28][CH:27]=[CH:26][C:25]=4[N:24]=[C:23]([NH2:32])[C:22]=3[N:21]=[C:20]2[CH2:33][CH2:34][CH3:35])[CH:6]=[CH:5][CH:4]=[CH:3][CH:2]=1, predict the reactants needed to synthesize it. The reactants are: [C:1]1([SH:7])[CH:6]=[CH:5][CH:4]=[CH:3][CH:2]=1.[H-].[Na+].[H][H].Cl[CH2:13][CH2:14][CH2:15][O:16][CH2:17][CH2:18][N:19]1[C:31]2[C:30]3[CH:29]=[CH:28][CH:27]=[CH:26][C:25]=3[N:24]=[C:23]([NH2:32])[C:22]=2[N:21]=[C:20]1[CH2:33][CH2:34][CH3:35]. (3) Given the product [Cl:59][C:53]1[CH:52]=[C:51]([C:48]2[CH:49]=[CH:50][N:46]([CH2:45][C@@H:44]([NH:43][C:10]([C:7]3[CH:6]=[C:5]([C:2]([OH:1])([CH3:3])[CH3:4])[O:9][N:8]=3)=[O:12])[CH3:60])[N:47]=2)[CH:58]=[CH:57][C:54]=1[C:55]#[N:56], predict the reactants needed to synthesize it. The reactants are: [OH:1][C:2]([C:5]1[O:9][N:8]=[C:7]([C:10]([OH:12])=O)[CH:6]=1)([CH3:4])[CH3:3].CCN(C(C)C)C(C)C.C1C=CC2N(O)N=NC=2C=1.CCN=C=NCCCN(C)C.[NH2:43][C@@H:44]([CH3:60])[CH2:45][N:46]1[CH:50]=[CH:49][C:48]([C:51]2[CH:58]=[CH:57][C:54]([C:55]#[N:56])=[C:53]([Cl:59])[CH:52]=2)=[N:47]1. (4) Given the product [C:17]([O:1][C:2]1[C:7](=[O:8])[N:6]2[CH2:9][CH2:10][CH2:11][CH2:12][C:5]2=[N:4][C:3]=1[C:13]([O:15][CH3:16])=[O:14])(=[O:24])[C:18]1[CH:23]=[CH:22][CH:21]=[CH:20][CH:19]=1, predict the reactants needed to synthesize it. The reactants are: [OH:1][C:2]1[C:7](=[O:8])[N:6]2[CH2:9][CH2:10][CH2:11][CH2:12][C:5]2=[N:4][C:3]=1[C:13]([O:15][CH3:16])=[O:14].[C:17](O[C:17](=[O:24])[C:18]1[CH:23]=[CH:22][CH:21]=[CH:20][CH:19]=1)(=[O:24])[C:18]1[CH:23]=[CH:22][CH:21]=[CH:20][CH:19]=1.